Dataset: Forward reaction prediction with 1.9M reactions from USPTO patents (1976-2016). Task: Predict the product of the given reaction. (1) Given the reactants N1C2C(=NC=CC=2)N([O:10][C:11]2[C:20]3[C:15](=[CH:16][CH:17]=[CH:18][CH:19]=3)[N:14]=[CH:13][N:12]=2)N=1.[NH:21]1[C:29]2[C:24](=[CH:25][C:26](B(O)O)=[CH:27][CH:28]=2)[CH:23]=[CH:22]1.C([O-])([O-])=O.[Cs+].[Cs+], predict the reaction product. The product is: [NH:21]1[C:29]2[C:24](=[CH:25][C:26]([O:10][C:11]3[C:20]4[C:15](=[CH:16][CH:17]=[CH:18][CH:19]=4)[N:14]=[CH:13][N:12]=3)=[CH:27][CH:28]=2)[CH:23]=[CH:22]1. (2) Given the reactants [NH:1]1[C:5]2=[N:6][CH:7]=[CH:8][CH:9]=[C:4]2[C:3]([C:10](=[S:12])[NH2:11])=[CH:2]1.Br[CH2:14][C:15](=O)[C:16]([OH:18])=[O:17], predict the reaction product. The product is: [NH:1]1[C:5]2=[N:6][CH:7]=[CH:8][CH:9]=[C:4]2[C:3]([C:10]2[S:12][CH:14]=[C:15]([C:16]([OH:18])=[O:17])[N:11]=2)=[CH:2]1.